Predict the reaction yield, written as a fraction of the theoretical maximum amount of product (1.0 means a 100% yield; for example, 0.34 means a 34% yield). From a dataset of Reaction yield outcomes from USPTO patents with 853,638 reactions. The reactants are [CH2:1]([O:8][C:9]([NH:11][CH:12]1[CH2:14][C:13]1([O:20][Si](C(C)(C)C)(C)C)[C:15]([O:17][CH2:18][CH3:19])=[O:16])=[O:10])[C:2]1[CH:7]=[CH:6][CH:5]=[CH:4][CH:3]=1.N1C=CC=CC=1. The catalyst is C1COCC1.CCOCC. The product is [CH2:1]([O:8][C:9]([NH:11][CH:12]1[CH2:14][C:13]1([OH:20])[C:15]([O:17][CH2:18][CH3:19])=[O:16])=[O:10])[C:2]1[CH:3]=[CH:4][CH:5]=[CH:6][CH:7]=1. The yield is 0.930.